This data is from Full USPTO retrosynthesis dataset with 1.9M reactions from patents (1976-2016). The task is: Predict the reactants needed to synthesize the given product. (1) Given the product [CH3:34][O:35][C:36]1[CH:43]=[C:42]([O:44][CH3:45])[CH:41]=[C:40]([O:46][CH3:47])[C:37]=1[CH:38]=[CH:14][C:10]1[S:9][CH:13]=[CH:12][CH:11]=1, predict the reactants needed to synthesize it. The reactants are: C1([Li])C=CC=CC=1.[Br-].[S:9]1[CH:13]=[CH:12][CH:11]=[C:10]1[CH2:14][P+](C1C=CC=CC=1)(C1C=CC=CC=1)C1C=CC=CC=1.[CH3:34][O:35][C:36]1[CH:43]=[C:42]([O:44][CH3:45])[CH:41]=[C:40]([O:46][CH3:47])[C:37]=1[CH:38]=O.C(Cl)(Cl)Cl. (2) The reactants are: [CH2:1](Br)[C:2]([C:4]1[CH:9]=[CH:8][CH:7]=[CH:6][CH:5]=1)=O.[NH2:11][C:12]1[CH:17]=[CH:16][C:15]([Br:18])=[CH:14][N:13]=1.C(=O)([O-])O.[Na+]. Given the product [Br:18][C:15]1[CH:16]=[CH:17][C:12]2[N:13]([CH:1]=[C:2]([C:4]3[CH:9]=[CH:8][CH:7]=[CH:6][CH:5]=3)[N:11]=2)[CH:14]=1, predict the reactants needed to synthesize it. (3) Given the product [NH:26]=[C:20]1[NH:19][C:18]2([C:11]3[C:12](=[CH:13][CH:14]=[C:9]([C:35]4[CH:34]=[N:33][CH:38]=[CH:37][CH:36]=4)[CH:10]=3)[O:15][CH:16]([C:27]3[CH:32]=[CH:31][CH:30]=[CH:29][CH:28]=3)[CH2:17]2)[CH2:23][C:22](=[O:24])[N:21]1[CH3:25], predict the reactants needed to synthesize it. The reactants are: OC(C(F)(F)F)=O.Br[C:9]1[CH:10]=[C:11]2[C:18]3([CH2:23][C:22](=[O:24])[N:21]([CH3:25])[C:20](=[NH:26])[NH:19]3)[CH2:17][CH:16]([C:27]3[CH:32]=[CH:31][CH:30]=[CH:29][CH:28]=3)[O:15][C:12]2=[CH:13][CH:14]=1.[N:33]1[CH:38]=[CH:37][CH:36]=[C:35](B(O)O)[CH:34]=1.C([O-])([O-])=O.[Cs+].[Cs+].O. (4) Given the product [C:8]([O:1][CH:2]1[CH2:7][CH2:6][O:5][C:3]1=[O:4])(=[O:10])[CH3:9], predict the reactants needed to synthesize it. The reactants are: [OH:1][CH:2]1[CH2:7][CH2:6][O:5][C:3]1=[O:4].[C:8](Cl)(=[O:10])[CH3:9].C([O-])([O-])=O.[K+].[K+]. (5) The reactants are: [C:1]1([N:7]2[C:12](=O)C3SC=C(C4C=CC=CC=4)C=3N=C2)[CH:6]=[CH:5][CH:4]=[CH:3][CH:2]=1.[NH2:23][C:24]1[C:28]([C:29]2[CH:34]=[CH:33][C:32]([Cl:35])=[CH:31][CH:30]=2)=[CH:27][S:26][C:25]=1[C:36]([O:38]C)=O.C(OCC)(OCC)OCC.[Cl:50]C1C=CC(N)=CC=1. Given the product [Cl:50][C:4]1[CH:5]=[CH:6][C:1]([N:7]2[C:36](=[O:38])[C:25]3[S:26][CH:27]=[C:28]([C:29]4[CH:30]=[CH:31][C:32]([Cl:35])=[CH:33][CH:34]=4)[C:24]=3[N:23]=[CH:12]2)=[CH:2][CH:3]=1, predict the reactants needed to synthesize it. (6) Given the product [Cl:1][C:2]1[CH:3]=[C:4]([N:10]2[C:14]([CH3:15])=[C:13]([O:16][C:17]3[CH:18]=[CH:19][C:20]([C:21]([N:30]4[CH2:29][C@H:28]([CH3:27])[O:33][C@H:32]([CH3:34])[CH2:31]4)=[O:23])=[CH:24][CH:25]=3)[C:12]([CH3:26])=[N:11]2)[CH:5]=[CH:6][C:7]=1[C:8]#[N:9], predict the reactants needed to synthesize it. The reactants are: [Cl:1][C:2]1[CH:3]=[C:4]([N:10]2[C:14]([CH3:15])=[C:13]([O:16][C:17]3[CH:25]=[CH:24][C:20]([C:21]([OH:23])=O)=[CH:19][CH:18]=3)[C:12]([CH3:26])=[N:11]2)[CH:5]=[CH:6][C:7]=1[C:8]#[N:9].[CH3:27][C@H:28]1[O:33][C@@H:32]([CH3:34])[CH2:31][NH:30][CH2:29]1.